Dataset: Reaction yield outcomes from USPTO patents with 853,638 reactions. Task: Predict the reaction yield, written as a fraction of the theoretical maximum amount of product (1.0 means a 100% yield; for example, 0.34 means a 34% yield). (1) The reactants are [CH3:1][C:2]([NH:8][C:9]([C:11]1[CH:36]=[CH:35][CH:34]=[CH:33][C:12]=1[C:13]([NH:15][C:16]1[C:17]([CH3:32])=[N:18][C:19]([O:22][CH:23]([C:28]([F:31])([F:30])[F:29])[C:24]([F:27])([F:26])[F:25])=[CH:20][CH:21]=1)=[O:14])=[O:10])([CH3:7])[CH:3]=[N:4][O:5][CH3:6].BrN1C(=O)CCC1=O.[I:45]N1C(=O)CCC1=O. No catalyst specified. The product is [CH3:7][C:2]([NH:8][C:9]([C:11]1[C:36]([I:45])=[CH:35][CH:34]=[CH:33][C:12]=1[C:13]([NH:15][C:16]1[C:17]([CH3:32])=[N:18][C:19]([O:22][CH:23]([C:28]([F:31])([F:29])[F:30])[C:24]([F:26])([F:27])[F:25])=[CH:20][CH:21]=1)=[O:14])=[O:10])([CH3:1])[CH:3]=[N:4][O:5][CH3:6]. The yield is 0.830. (2) The reactants are [H-].[Na+].[C:3]([C:5]1[CH:6]=[C:7]2[C:11](=[CH:12][CH:13]=1)[NH:10][C:9](=[O:14])[CH2:8]2)#[N:4].[Cl:15][C:16]1[CH:30]=[CH:29][C:19]([C:20]([N:22]([CH2:24][CH2:25][N:26]([CH3:28])[CH3:27])[CH3:23])=[O:21])=[CH:18][N:17]=1. The catalyst is CN(C)C=O. The product is [ClH:15].[C:3]([C:5]1[CH:6]=[C:7]2[C:11](=[CH:12][CH:13]=1)[NH:10][C:9]([OH:14])=[C:8]2[C:16]1[CH:30]=[CH:29][C:19]([C:20]([N:22]([CH2:24][CH2:25][N:26]([CH3:27])[CH3:28])[CH3:23])=[O:21])=[CH:18][N:17]=1)#[N:4]. The yield is 0.0460. (3) The reactants are [I:1][C:2]1[C:10]2[C:5](=[CH:6][CH:7]=[C:8]([C:11]([OH:13])=O)[CH:9]=2)[NH:4][N:3]=1.CN(C(ON1N=N[C:24]2[CH:25]=[CH:26][CH:27]=[CH:28][C:23]1=2)=[N+](C)C)C.[B-](F)(F)(F)F.CCN([CH:42]([CH3:44])[CH3:43])C(C)C.C[N:46]([CH:48]=O)C. No catalyst specified. The product is [CH:42]1([C@H:48]([C:23]2[CH:24]=[CH:25][CH:26]=[CH:27][CH:28]=2)[NH:46][C:11]([C:8]2[CH:9]=[C:10]3[C:5](=[CH:6][CH:7]=2)[NH:4][N:3]=[C:2]3[I:1])=[O:13])[CH2:44][CH2:43]1. The yield is 1.00. (4) The reactants are [CH2:1]([O:3][C:4](=[O:32])[CH:5]([N+:29]([O-])=O)[CH2:6][C:7]1[C:15]2[C:10](=[CH:11][CH:12]=[CH:13][CH:14]=2)[N:9]([C:16]2[CH:21]=[CH:20][C:19]([O:22][C:23]3[CH:28]=[CH:27][CH:26]=[CH:25][CH:24]=3)=[CH:18][CH:17]=2)[CH:8]=1)[CH3:2]. The yield is 0.900. The catalyst is [Pd].C(Cl)(Cl)Cl.CCO. The product is [CH2:1]([O:3][C:4](=[O:32])[CH:5]([NH2:29])[CH2:6][C:7]1[C:15]2[C:10](=[CH:11][CH:12]=[CH:13][CH:14]=2)[N:9]([C:16]2[CH:17]=[CH:18][C:19]([O:22][C:23]3[CH:24]=[CH:25][CH:26]=[CH:27][CH:28]=3)=[CH:20][CH:21]=2)[CH:8]=1)[CH3:2]. (5) The reactants are [ClH:1].[OH:2][NH:3][C:4]([C:6]1([S:12]([C:15]2[CH:20]=[CH:19][C:18]([C:21]3[CH:26]=[N:25][C:24]([CH2:27][CH2:28][C:29]([F:35])([F:34])[C:30](F)(F)F)=[CH:23][N:22]=3)=[CH:17][CH:16]=2)(=[O:14])=[O:13])[CH2:11][CH2:10][O:9][CH2:8][CH2:7]1)=[O:5].I.ICCC(=O)C.COCCN(S(F)(F)F)CCOC.C([O-])(O)=O.[Na+]. The catalyst is C(O)C.ClCCl. The product is [ClH:1].[F:35][C:29]([F:34])([CH3:30])[CH2:28][CH2:27][C:24]1[N:25]=[CH:26][C:21]([C:18]2[CH:19]=[CH:20][C:15]([S:12]([C:6]3([C:4]([NH:3][OH:2])=[O:5])[CH2:7][CH2:8][O:9][CH2:10][CH2:11]3)(=[O:14])=[O:13])=[CH:16][CH:17]=2)=[N:22][CH:23]=1. The yield is 0.270. (6) The reactants are [C:1]([OH:10])(=[O:9])[C@H:2]([C@@H:4]([C:6]([OH:8])=O)[OH:5])[OH:3].[C:11](Cl)(=[O:15])[CH:12]([CH3:14])[CH3:13]. The catalyst is C1(C)C=CC=CC=1.CCOCC.CCCCCC. The product is [O:10]=[C:1]1[C@@H:2]([O:3][C:11](=[O:15])[CH:12]([CH3:14])[CH3:13])[C@H:4]([O:5][C:11](=[O:15])[CH:12]([CH3:14])[CH3:13])[C:6](=[O:8])[O:9]1. The yield is 0.710.